Dataset: Forward reaction prediction with 1.9M reactions from USPTO patents (1976-2016). Task: Predict the product of the given reaction. Given the reactants C([N:8]1[CH2:13][CH2:12][CH2:11][CH:10]([N:14]([C:19]2[CH:24]=[CH:23][CH:22]=[CH:21][CH:20]=2)[C:15](=[O:18])[CH2:16][CH3:17])[CH2:9]1)C1C=CC=CC=1, predict the reaction product. The product is: [C:19]1([N:14]([CH:10]2[CH2:11][CH2:12][CH2:13][NH:8][CH2:9]2)[C:15](=[O:18])[CH2:16][CH3:17])[CH:20]=[CH:21][CH:22]=[CH:23][CH:24]=1.